From a dataset of Reaction yield outcomes from USPTO patents with 853,638 reactions. Predict the reaction yield, written as a fraction of the theoretical maximum amount of product (1.0 means a 100% yield; for example, 0.34 means a 34% yield). (1) The reactants are [C:1]([C:3]1[CH:8]=[C:7]([N+:9]([O-:11])=[O:10])[CH:6]=[CH:5][C:4]=1[N:12]=[CH:13][N:14](C)C)#[N:2].N[C:18]1[CH:19]=[C:20]([C:24]#[CH:25])[CH:21]=[CH:22][CH:23]=1. The catalyst is CC(O)=O. The product is [C:24]([C:20]1[CH:19]=[C:18]([NH:2][C:1]2[C:3]3[C:4](=[CH:5][CH:6]=[C:7]([N+:9]([O-:11])=[O:10])[CH:8]=3)[N:12]=[CH:13][N:14]=2)[CH:23]=[CH:22][CH:21]=1)#[CH:25]. The yield is 0.930. (2) The reactants are [CH3:1][O:2][C:3]1[CH:8]=[C:7]([C:9]([F:12])([F:11])[F:10])[N:6]=[N:5][C:4]=1[NH:13][CH:14]1[CH2:19][CH2:18][N:17](C(O)=O)[CH2:16][CH2:15]1.C(OC(N1CCC(NC2N=NC(C(F)(F)F)=CC=2OC)CC1)=O)(C)(C)C. The catalyst is CO. The product is [CH3:1][O:2][C:3]1[CH:8]=[C:7]([C:9]([F:12])([F:10])[F:11])[N:6]=[N:5][C:4]=1[NH:13][CH:14]1[CH2:19][CH2:18][NH:17][CH2:16][CH2:15]1. The yield is 0.920. (3) The reactants are Br[C:2]1[CH:3]=[C:4]([NH:13][CH2:14][CH3:15])[C:5]([CH3:12])=[C:6]([CH:11]=1)[C:7]([O:9][CH3:10])=[O:8].CC1(C)C(C)(C)OB([C:24]2[CH:36]=[CH:35][C:27]([CH2:28][N:29]3[CH2:34][CH2:33][O:32][CH2:31][CH2:30]3)=[CH:26][CH:25]=2)O1.C([O-])([O-])=O.[Na+].[Na+]. The catalyst is O1CCOCC1.O.C1C=CC([P]([Pd]([P](C2C=CC=CC=2)(C2C=CC=CC=2)C2C=CC=CC=2)([P](C2C=CC=CC=2)(C2C=CC=CC=2)C2C=CC=CC=2)[P](C2C=CC=CC=2)(C2C=CC=CC=2)C2C=CC=CC=2)(C2C=CC=CC=2)C2C=CC=CC=2)=CC=1. The product is [CH2:14]([NH:13][C:4]1[C:5]([CH3:12])=[C:6]([C:7]([O:9][CH3:10])=[O:8])[CH:11]=[C:2]([C:24]2[CH:25]=[CH:26][C:27]([CH2:28][N:29]3[CH2:34][CH2:33][O:32][CH2:31][CH2:30]3)=[CH:35][CH:36]=2)[CH:3]=1)[CH3:15]. The yield is 0.980. (4) The reactants are [CH3:1][C:2]([CH3:9])([CH3:8])[C:3](=O)[CH2:4][C:5]#[N:6].Cl.[CH2:11]([O:18][C:19]1[CH:24]=[CH:23][C:22]([NH:25][NH2:26])=[CH:21][CH:20]=1)[C:12]1[CH:17]=[CH:16][CH:15]=[CH:14][CH:13]=1. No catalyst specified. The product is [CH2:11]([O:18][C:19]1[CH:20]=[CH:21][C:22]([N:25]2[C:5]([NH2:6])=[CH:4][C:3]([C:2]([CH3:9])([CH3:8])[CH3:1])=[N:26]2)=[CH:23][CH:24]=1)[C:12]1[CH:13]=[CH:14][CH:15]=[CH:16][CH:17]=1. The yield is 1.00. (5) The reactants are [F:1][C:2]([P:8]([C:14]([F:20])([F:19])[C:15]([F:18])([F:17])[F:16])(=[O:13])[O:9][CH2:10][C:11]#[CH:12])([F:7])[C:3]([F:6])([F:5])[F:4].[CH2:21]([N:29]([CH2:38][CH2:39][CH2:40][CH2:41][CH2:42][CH2:43][CH2:44][CH3:45])[CH2:30][CH2:31][CH2:32][CH2:33][CH2:34][CH2:35][CH2:36][CH3:37])[CH2:22][CH2:23][CH2:24][CH2:25][CH2:26][CH2:27][CH3:28]. No catalyst specified. The product is [F:7][C:2]([P:8]([C:14]([F:19])([F:20])[C:15]([F:18])([F:17])[F:16])(=[O:9])[O-:13])([F:1])[C:3]([F:6])([F:5])[F:4].[CH2:38]([N+:29]([CH2:21][CH2:22][CH2:23][CH2:24][CH2:25][CH2:26][CH2:27][CH3:28])([CH2:30][CH2:31][CH2:32][CH2:33][CH2:34][CH2:35][CH2:36][CH3:37])[CH2:12][C:11]#[CH:10])[CH2:39][CH2:40][CH2:41][CH2:42][CH2:43][CH2:44][CH3:45]. The yield is 0.910. (6) The reactants are Cl.Cl.[NH:3]1[CH2:6][CH:5]([C:7]2[C:8]([O:28][CH3:29])=[C:9]([CH:15]([N:17]3[C:21]4=[N:22][CH:23]=[N:24][C:25]([NH2:26])=[C:20]4[C:19]([CH3:27])=[N:18]3)[CH3:16])[CH:10]=[C:11]([Cl:14])[C:12]=2[CH3:13])[CH2:4]1.[O:30]1[CH2:33][C:32](=O)[CH2:31]1.C(N(CC)CC)C.C(O[BH-](OC(=O)C)OC(=O)C)(=O)C.[Na+]. The catalyst is C(Cl)Cl. The product is [Cl:14][C:11]1[C:12]([CH3:13])=[C:7]([CH:5]2[CH2:4][N:3]([CH:32]3[CH2:33][O:30][CH2:31]3)[CH2:6]2)[C:8]([O:28][CH3:29])=[C:9]([CH:15]([N:17]2[C:21]3=[N:22][CH:23]=[N:24][C:25]([NH2:26])=[C:20]3[C:19]([CH3:27])=[N:18]2)[CH3:16])[CH:10]=1. The yield is 0.0990.